From a dataset of Full USPTO retrosynthesis dataset with 1.9M reactions from patents (1976-2016). Predict the reactants needed to synthesize the given product. (1) Given the product [CH:34]1[C:42]2[C:41]3[CH:43]=[CH:44][CH:45]=[CH:46][C:40]=3[S:39][C:38]=2[C:37]([C:47]2[CH:48]=[CH:49][C:50]3[N:51]([C:6]4[CH:7]=[CH:2][CH:3]=[C:4]([C:8]5[CH:21]=[CH:20][C:19]6[C:10](=[C:11]([C:28]7[CH:33]=[CH:32][CH:31]=[CH:30][CH:29]=7)[C:12]7[C:17]([C:18]=6[C:22]6[CH:27]=[CH:26][CH:25]=[CH:24][CH:23]=6)=[CH:16][CH:15]=[CH:14][CH:13]=7)[CH:9]=5)[CH:5]=4)[C:52]4[C:57]([C:58]=3[CH:59]=2)=[CH:56][CH:55]=[CH:54][CH:53]=4)=[CH:36][CH:35]=1, predict the reactants needed to synthesize it. The reactants are: Br[C:2]1[CH:3]=[C:4]([C:8]2[CH:21]=[CH:20][C:19]3[C:10](=[C:11]([C:28]4[CH:33]=[CH:32][CH:31]=[CH:30][CH:29]=4)[C:12]4[C:17]([C:18]=3[C:22]3[CH:27]=[CH:26][CH:25]=[CH:24][CH:23]=3)=[CH:16][CH:15]=[CH:14][CH:13]=4)[CH:9]=2)[CH:5]=[CH:6][CH:7]=1.[CH:34]1[C:42]2[C:41]3[CH:43]=[CH:44][CH:45]=[CH:46][C:40]=3[S:39][C:38]=2[C:37]([C:47]2[CH:48]=[CH:49][C:50]3[NH:51][C:52]4[C:57]([C:58]=3[CH:59]=2)=[CH:56][CH:55]=[CH:54][CH:53]=4)=[CH:36][CH:35]=1.CC(C)([O-])C.[Na+].C(P(C(C)(C)C)C(C)(C)C)(C)(C)C. (2) Given the product [Br:25][C:14]1[CH:9]=[C:10]([C:17]2[CH:18]=[CH:19][CH:20]=[CH:21][N:27]=2)[CH:11]=[CH:12][CH:13]=1, predict the reactants needed to synthesize it. The reactants are: C(O[C:9]1[C:14](C=O)=[CH:13][CH:12]=[CH:11][C:10]=1[C:17]1C=[CH:21][CH:20]=[CH:19][CH:18]=1)C1C=CC=CC=1.C[Mg][Br:25].[Cl-].[NH4+:27]. (3) Given the product [C:2]1([CH2:1][O:8][C:9](=[O:10])[N:11]([CH2:12][C:13]([NH:58][C:53]2[C:54]([NH2:57])=[N:55][CH:56]=[C:51]([Br:50])[CH:52]=2)=[O:15])[CH3:16])[CH:3]=[CH:4][CH:5]=[CH:6][CH:7]=1, predict the reactants needed to synthesize it. The reactants are: [CH2:1]([O:8][C:9]([N:11]([CH3:16])[CH2:12][C:13]([OH:15])=O)=[O:10])[C:2]1[CH:7]=[CH:6][CH:5]=[CH:4][CH:3]=1.F[P-](F)(F)(F)(F)F.N1(OC(N(C)C)=[N+](C)C)C2N=CC=CC=2N=N1.C(N(CC)C(C)C)(C)C.[Br:50][C:51]1[CH:52]=[C:53]([NH2:58])[C:54]([NH2:57])=[N:55][CH:56]=1. (4) Given the product [F:13][C:5]1[CH:4]=[CH:3][C:2]([N:1]2[CH:14]=[N:26][N:25]=[N:24]2)=[CH:7][C:6]=1[CH2:8][C:9]([O:11][CH3:12])=[O:10], predict the reactants needed to synthesize it. The reactants are: [NH2:1][C:2]1[CH:3]=[CH:4][C:5]([F:13])=[C:6]([CH2:8][C:9]([O:11][CH3:12])=[O:10])[CH:7]=1.[CH:14](OCC)(OCC)OCC.[N-:24]=[N+:25]=[N-:26].[Na+].O. (5) Given the product [CH3:11][C:12]1([CH3:28])[C:16]([CH3:18])([CH3:17])[O:15][B:14]([C:2]2[CH:3]=[C:4]([CH2:8][CH2:9][NH2:10])[CH:5]=[CH:6][CH:7]=2)[O:13]1, predict the reactants needed to synthesize it. The reactants are: Br[C:2]1[CH:3]=[C:4]([CH2:8][CH2:9][NH2:10])[CH:5]=[CH:6][CH:7]=1.[CH3:11][C:12]1([CH3:28])[C:16]([CH3:18])([CH3:17])[O:15][B:14]([B:14]2[O:15][C:16]([CH3:18])([CH3:17])[C:12]([CH3:28])([CH3:11])[O:13]2)[O:13]1.[K]. (6) The reactants are: [NH2:1][C:2]1[C:7]([C:8]2[S:9][C:10]3[CH:16]=[CH:15][C:14]([C:17]([OH:19])=O)=[CH:13][C:11]=3[CH:12]=2)=[CH:6][CH:5]=[CH:4][N:3]=1.[NH2:20][C:21]1[CH:26]=[CH:25][CH:24]=[C:23]([CH3:27])[CH:22]=1. Given the product [NH2:1][C:2]1[C:7]([C:8]2[S:9][C:10]3[CH:16]=[CH:15][C:14]([C:17]([NH:20][C:21]4[CH:26]=[CH:25][CH:24]=[C:23]([CH3:27])[CH:22]=4)=[O:19])=[CH:13][C:11]=3[CH:12]=2)=[CH:6][CH:5]=[CH:4][N:3]=1, predict the reactants needed to synthesize it.